Dataset: Forward reaction prediction with 1.9M reactions from USPTO patents (1976-2016). Task: Predict the product of the given reaction. (1) Given the reactants [CH2:1]([C:5]1[N:6]=[C:7]([C:13]2[CH:18]=[CH:17][C:16]([C:19]([F:22])([F:21])[F:20])=[CH:15][CH:14]=2)[S:8][C:9]=1[CH2:10][C:11]#N)[CH2:2][CH2:3][CH3:4].[OH-:23].[Na+].Cl.[OH2:26], predict the reaction product. The product is: [CH2:1]([C:5]1[N:6]=[C:7]([C:13]2[CH:18]=[CH:17][C:16]([C:19]([F:22])([F:21])[F:20])=[CH:15][CH:14]=2)[S:8][C:9]=1[CH2:10][C:11]([OH:26])=[O:23])[CH2:2][CH2:3][CH3:4]. (2) Given the reactants C[Si](C)(C)N[Si](C)(C)C.C([Li])CCC.CCCCCC.[C:21]([O:26][CH2:27][CH3:28])(=[O:25])[CH:22]([CH3:24])[CH3:23].[CH3:29][O:30][C:31]1[C:39]2[O:38][C:37]([CH3:41])([CH3:40])[CH2:36][C:35]=2[CH:34]=[C:33]([CH:42]=[O:43])[CH:32]=1.[Cl-].[NH4+], predict the reaction product. The product is: [CH2:27]([O:26][C:21](=[O:25])[C:22]([CH3:24])([CH3:23])[CH:42]([C:33]1[CH:32]=[C:31]([O:30][CH3:29])[C:39]2[O:38][C:37]([CH3:41])([CH3:40])[CH2:36][C:35]=2[CH:34]=1)[OH:43])[CH3:28]. (3) Given the reactants CC1C=CC(S([O:11][C@H:12]([CH3:21])[C:13]([N:15]2[CH2:20][CH2:19][O:18][CH2:17][CH2:16]2)=[O:14])(=O)=O)=CC=1.[CH2:22]([N:25]1[CH:29]=[CH:28][CH:27]=[C:26]1[C:30]([NH:32][C:33]1[CH:38]=[CH:37][CH:36]=[C:35]([CH2:39][CH3:40])[CH:34]=1)=[O:31])[CH:23]=[CH2:24].C(=O)([O-])O.[Na+].S([O-])(O)(=O)=O.[K+], predict the reaction product. The product is: [CH2:39]([C:35]1[CH:34]=[C:33]([NH:32][C:30]([C:26]2[N:25]([CH2:22]/[CH:23]=[CH:24]/[C:33]3[CH:38]=[CH:37][CH:36]=[C:35]([O:11][C@@H:12]([CH3:21])[C:13]([N:15]4[CH2:16][CH2:17][O:18][CH2:19][CH2:20]4)=[O:14])[CH:34]=3)[CH:29]=[CH:28][CH:27]=2)=[O:31])[CH:38]=[CH:37][CH:36]=1)[CH3:40]. (4) The product is: [CH3:21][C:20]1[S:99][C:17]2[NH:16][C:15]3[CH:14]=[CH:13][CH:12]=[CH:11][C:10]=3[N:9]=[C:8]([N:5]3[CH2:6][CH2:7][N:2]([CH3:1])[CH2:3][CH2:4]3)[C:18]=2[CH:19]=1. Given the reactants [CH3:1][N:2]1[CH2:7][CH2:6][N:5]([C:8]2[C:18]3[CH:19]=[CH:20][CH:21]=C[C:17]=3[NH:16][C:15]3[CH:14]=[CH:13][C:12](Cl)=[CH:11][C:10]=3[N:9]=2)[CH2:4][CH2:3]1.CC1N=C2N(CCCC2)C(=O)C=1CCN1CCC(C2C3C=CC(F)=CC=3ON=2)CC1.C1C(N2C3C=CC(Cl)=CC=3C(C3CCN(CCN4C(=O)NCC4)CC3)=C2)=CC=C(F)C=1.C1C=CC2[S:99]C3C=CC=CC=3N=C(N3CCN(CCOCCO)CC3)C=2C=1.CN1CC2C(C3C=CC=CC=3OC3C=CC(Cl)=CC=32)C1.CC1N=C2N(CCCC2O)C(=O)C=1CCN1CCC(C2C3C=CC(F)=CC=3ON=2)CC1.C1C=CC(C2C=C(CN3CCN(C4C5OC(NC=5C=CC=4)=O)CC3)C=CC=2)=CC=1, predict the reaction product. (5) Given the reactants Cl[C:2]1[CH:9]=[CH:8][C:5]([C:6]#[N:7])=[CH:4][N:3]=1.C(=O)([O-])[O-:11].[K+].[K+].Cl.[CH:17]1([CH2:23][CH2:24][NH:25][CH3:26])[CH2:22][CH2:21][CH2:20][CH2:19][CH2:18]1.Cl.Cl.[N:29]1[CH:34]=[CH:33][CH:32]=[C:31]([NH:35][C:36]([N:38]2[CH2:43][CH2:42]N[CH2:40][CH2:39]2)=[O:37])[CH:30]=1.C1C=CC2N(O)N=NC=2C=1.CCN=C=NCCCN(C)C, predict the reaction product. The product is: [CH:17]1([CH2:23][CH2:24][N:25]([CH3:26])[C:2]2[N:3]=[CH:4][C:5]([C:6]([N:7]3[CH2:42][CH2:43][N:38]([C:36]([NH:35][C:31]4[CH:30]=[N:29][CH:34]=[CH:33][CH:32]=4)=[O:37])[CH2:39][CH2:40]3)=[O:11])=[CH:8][CH:9]=2)[CH2:22][CH2:21][CH2:20][CH2:19][CH2:18]1. (6) Given the reactants [CH:1]1([N:5]2[CH2:10][CH2:9][C:8]3([CH2:15][CH2:14][NH:13][CH2:12][CH2:11]3)[CH2:7][CH2:6]2)[CH2:4][CH2:3][CH2:2]1.C([C:18]1[CH:25]=[C:24](F)[CH:23]=[CH:22][C:19]=1[CH:20]=[O:21])C.C(=O)([O-])[O-].[K+].[K+].O, predict the reaction product. The product is: [CH:1]1([N:5]2[CH2:6][CH2:7][C:8]3([CH2:15][CH2:14][N:13]([C:18]4[CH:25]=[CH:24][CH:23]=[CH:22][C:19]=4[CH:20]=[O:21])[CH2:12][CH2:11]3)[CH2:9][CH2:10]2)[CH2:4][CH2:3][CH2:2]1. (7) Given the reactants [N+:1]([O-:4])([O-])=[O:2].[Na+].[F:6][C:7]([F:16])([F:15])[C:8]1[CH:9]=[C:10]([OH:14])[CH:11]=[CH:12][CH:13]=1.N([O-])=O.[Na+], predict the reaction product. The product is: [N+:1]([C:9]1[C:8]([C:7]([F:16])([F:15])[F:6])=[CH:13][CH:12]=[CH:11][C:10]=1[OH:14])([O-:4])=[O:2]. (8) Given the reactants [NH2:1][C:2]1[CH:7]=[CH:6][C:5]([Cl:8])=[CH:4][C:3]=1[NH:9][C:10]1[N:18]=[C:17]2[C:13]([NH:14][C:15](=[O:25])[N:16]2[CH:19]2[CH2:24][CH2:23][O:22][CH2:21][CH2:20]2)=[C:12]([C:26]2[CH:31]=[CH:30][N:29]=[CH:28][CH:27]=2)[N:11]=1.[CH3:32]OC(OC)OC.C1(C)C=CC(S(O)(=O)=O)=CC=1, predict the reaction product. The product is: [Cl:8][C:5]1[CH:6]=[CH:7][C:2]2[N:1]=[CH:32][N:9]([C:10]3[N:18]=[C:17]4[C:13]([NH:14][C:15](=[O:25])[N:16]4[CH:19]4[CH2:24][CH2:23][O:22][CH2:21][CH2:20]4)=[C:12]([C:26]4[CH:27]=[CH:28][N:29]=[CH:30][CH:31]=4)[N:11]=3)[C:3]=2[CH:4]=1. (9) Given the reactants [CH3:1][O:2][C:3]1[CH:10]=[CH:9][CH:8]=[C:7]([CH3:11])[C:4]=1[CH:5]=[O:6].[Br:12]Br.O, predict the reaction product. The product is: [Br:12][C:8]1[C:7]([CH3:11])=[C:4]([C:3]([O:2][CH3:1])=[CH:10][CH:9]=1)[CH:5]=[O:6].